This data is from Reaction yield outcomes from USPTO patents with 853,638 reactions. The task is: Predict the reaction yield, written as a fraction of the theoretical maximum amount of product (1.0 means a 100% yield; for example, 0.34 means a 34% yield). (1) The reactants are [N:1]1[C:6]2[S:7][CH:8]=[CH:9][C:5]=2[C:4]([NH:10][CH:11]2[CH2:16][CH2:15][N:14]([C:17]([O:19][C:20]([CH3:23])([CH3:22])[CH3:21])=[O:18])[CH2:13][CH2:12]2)=[N:3][CH:2]=1.[Cl:24]N1C(=O)CCC1=O. The catalyst is C(O)(=O)C. The product is [Cl:24][C:8]1[S:7][C:6]2[N:1]=[CH:2][N:3]=[C:4]([NH:10][CH:11]3[CH2:12][CH2:13][N:14]([C:17]([O:19][C:20]([CH3:23])([CH3:22])[CH3:21])=[O:18])[CH2:15][CH2:16]3)[C:5]=2[CH:9]=1. The yield is 0.710. (2) The reactants are Br[C:2]1[N:7]=[CH:6][CH:5]=[CH:4][N:3]=1.C([Li])CCC.[O:13]1[C:17]2([CH2:22][CH2:21][C:20](=[O:23])[CH2:19][CH2:18]2)[O:16][CH2:15][CH2:14]1. The catalyst is C(Cl)Cl.CCCCCC. The product is [N:3]1[CH:4]=[CH:5][CH:6]=[N:7][C:2]=1[C:20]1([OH:23])[CH2:21][CH2:22][C:17]2([O:16][CH2:15][CH2:14][O:13]2)[CH2:18][CH2:19]1. The yield is 0.540.